Dataset: Catalyst prediction with 721,799 reactions and 888 catalyst types from USPTO. Task: Predict which catalyst facilitates the given reaction. (1) Reactant: [F:1][C:2]([F:33])([F:32])[C:3]1[CH:4]=[C:5]([CH:25]=[C:26]([C:28]([F:31])([F:30])[F:29])[CH:27]=1)[C:6]([N:8]1[CH2:24][CH2:23][C:11]2([N:15]([C:16]3[CH:21]=[CH:20][CH:19]=[CH:18][CH:17]=3)[CH2:14][NH:13][C:12]2=[O:22])[CH2:10][CH2:9]1)=[O:7].[N:34]1[CH:39]=[CH:38][C:37](B(O)O)=[CH:36][CH:35]=1.C(N(CC)CC)C. Product: [F:33][C:2]([F:1])([F:32])[C:3]1[CH:4]=[C:5]([CH:25]=[C:26]([C:28]([F:31])([F:30])[F:29])[CH:27]=1)[C:6]([N:8]1[CH2:9][CH2:10][C:11]2([N:15]([C:16]3[CH:17]=[CH:18][CH:19]=[CH:20][CH:21]=3)[CH2:14][N:13]([C:37]3[CH:38]=[CH:39][N:34]=[CH:35][CH:36]=3)[C:12]2=[O:22])[CH2:23][CH2:24]1)=[O:7]. The catalyst class is: 4. (2) Reactant: C1C2C(COC(=O)[NH:17][CH:18]([CH2:38][C:39]3[CH:44]=[CH:43][C:42]([C:45](=[O:48])[NH:46][CH3:47])=[CH:41][CH:40]=3)[C:19](=[O:37])[N:20]3[CH2:25][CH2:24][CH2:23][CH2:22][CH:21]3[C:26]3[NH:27][CH:28]=[C:29]([C:31]4[CH:36]=[CH:35][CH:34]=[CH:33][CH:32]=4)[N:30]=3)C3C(=CC=CC=3)C=2C=CC=1.N1CCCCC1. Product: [NH2:17][CH:18]([C:19](=[O:37])[N:20]1[CH2:25][CH2:24][CH2:23][CH2:22][CH:21]1[C:26]1[NH:27][CH:28]=[C:29]([C:31]2[CH:36]=[CH:35][CH:34]=[CH:33][CH:32]=2)[N:30]=1)[CH2:38][C:39]1[CH:40]=[CH:41][C:42]([C:45]([NH:46][CH3:47])=[O:48])=[CH:43][CH:44]=1. The catalyst class is: 22. (3) Reactant: C(OC(=O)[NH:10][C:11]1[CH:16]=[CH:15][C:14]([CH:17]=[CH:18][C:19]([F:22])([F:21])[F:20])=[C:13]([C:23]([F:26])([F:25])[F:24])[CH:12]=1)C1C=CC=CC=1. Product: [F:24][C:23]([F:25])([F:26])[C:13]1[CH:12]=[C:11]([CH:16]=[CH:15][C:14]=1[CH2:17][CH2:18][C:19]([F:22])([F:21])[F:20])[NH2:10]. The catalyst class is: 129. (4) Reactant: [I:1]I.[Cl:3][C:4]1[C:9]([OH:10])=[CH:8][CH:7]=[CH:6][N:5]=1.C(=O)([O-])[O-].[K+].[K+].S([O-])([O-])(=O)=S.[Na+].[Na+].Cl. Product: [Cl:3][C:4]1[C:9]([OH:10])=[CH:8][CH:7]=[C:6]([I:1])[N:5]=1. The catalyst class is: 6. (5) Reactant: [NH:1]1[CH2:6][CH2:5][CH:4]([C:7]2[C:16]3[C:11](=[CH:12][CH:13]=[CH:14][CH:15]=3)[N:10]=[CH:9][CH:8]=2)[CH2:3][CH2:2]1.[N+](C1C=CC([O:26][C:27](=O)[NH:28][C:29]2[CH:34]=[CH:33][C:32]([CH:35]([CH3:37])[CH3:36])=[CH:31][CH:30]=2)=CC=1)([O-])=O.CCN(C(C)C)C(C)C.C([O-])([O-])=O.[K+].[K+]. Product: [CH:35]([C:32]1[CH:33]=[CH:34][C:29]([NH:28][C:27]([N:1]2[CH2:2][CH2:3][CH:4]([C:7]3[C:16]4[C:11](=[CH:12][CH:13]=[CH:14][CH:15]=4)[N:10]=[CH:9][CH:8]=3)[CH2:5][CH2:6]2)=[O:26])=[CH:30][CH:31]=1)([CH3:37])[CH3:36]. The catalyst class is: 16. (6) Reactant: [CH3:1][C:2]1([CH3:13])[O:6][CH:5]([CH2:7][NH:8][S:9]([CH3:12])(=[O:11])=[O:10])[CH2:4][O:3]1.[H-].[Na+].[Cl:16][C:17]1[N:22]=[C:21]([C:23]([O:25][CH3:26])=[O:24])[CH:20]=[C:19](Cl)[N:18]=1.O. Product: [Cl:16][C:17]1[N:22]=[C:21]([C:23]([O:25][CH3:26])=[O:24])[CH:20]=[C:19]([N:8]([CH2:7][CH:5]2[CH2:4][O:3][C:2]([CH3:13])([CH3:1])[O:6]2)[S:9]([CH3:12])(=[O:10])=[O:11])[N:18]=1. The catalyst class is: 3. (7) Reactant: F[C:2]1[CH:10]=[CH:9][C:5]([C:6](Cl)=[O:7])=[CH:4][CH:3]=1.Cl.[F:12][C:13]1[CH:18]=[CH:17][C:16]([C:19]2[N:23]=[C:22]([CH:24]3[CH2:29][CH2:28][CH2:27][NH:26][CH2:25]3)[O:21][N:20]=2)=[CH:15][CH:14]=1. Product: [F:12][C:13]1[CH:18]=[CH:17][C:16]([C:19]2[N:23]=[C:22]([CH:24]3[CH2:29][CH2:28][CH2:27][N:26]([C:6]([C:5]4[CH:9]=[CH:10][CH:2]=[CH:3][CH:4]=4)=[O:7])[CH2:25]3)[O:21][N:20]=2)=[CH:15][CH:14]=1. The catalyst class is: 61.